From a dataset of Full USPTO retrosynthesis dataset with 1.9M reactions from patents (1976-2016). Predict the reactants needed to synthesize the given product. (1) Given the product [ClH:21].[C@H:1]12[CH2:13][C@H:4]([NH:5][CH2:6]1)[CH2:3][N:2]2[C:14]([O:16][CH:17]([CH3:19])[CH3:18])=[O:15], predict the reactants needed to synthesize it. The reactants are: [C@H:1]12[CH2:13][C@H:4]([N:5](C(OC(C)C)=O)[CH2:6]1)[CH2:3][N:2]2[C:14]([O:16][C:17](C)([CH3:19])[CH3:18])=[O:15].[ClH:21]. (2) The reactants are: C(OO)(C)(C)C.[NH4+:7].[OH-].[Br:9][C:10]1[CH:19]=[C:18]2[C:13]([CH2:14][CH2:15][CH2:16][C:17]32[C:23](=[O:24])[N:22]([CH3:25])[C:21](=S)[NH:20]3)=[CH:12][CH:11]=1. Given the product [NH2:7][C:21]1[N:22]([CH3:25])[C:23](=[O:24])[C:17]2([N:20]=1)[C:18]1[C:13](=[CH:12][CH:11]=[C:10]([Br:9])[CH:19]=1)[CH2:14][CH2:15][CH2:16]2, predict the reactants needed to synthesize it. (3) Given the product [C:1]([O:5][C:6](=[O:22])[N:7]([CH2:8][CH3:9])[CH2:10][C:11]1[CH:16]=[C:15]([C:17]([F:20])([F:19])[F:18])[CH:14]=[CH:13][C:12]=1[B:23]1[O:27][C:26]([CH3:29])([CH3:28])[C:25]([CH3:31])([CH3:30])[O:24]1)([CH3:4])([CH3:3])[CH3:2], predict the reactants needed to synthesize it. The reactants are: [C:1]([O:5][C:6](=[O:22])[N:7]([CH2:10][C:11]1[CH:16]=[C:15]([C:17]([F:20])([F:19])[F:18])[CH:14]=[CH:13][C:12]=1Br)[CH2:8][CH3:9])([CH3:4])([CH3:3])[CH3:2].[B:23]1([B:23]2[O:27][C:26]([CH3:29])([CH3:28])[C:25]([CH3:31])([CH3:30])[O:24]2)[O:27][C:26]([CH3:29])([CH3:28])[C:25]([CH3:31])([CH3:30])[O:24]1.C([O-])(=O)C.[K+]. (4) Given the product [F:1][C:2]([F:7])([F:6])[C:3]([OH:5])=[O:4].[CH2:23]([O:22][C:20]1[CH:21]=[C:16]([CH:17]=[C:18]([O:30][CH2:31][C:32]2[CH:37]=[CH:36][CH:35]=[CH:34][CH:33]=2)[CH:19]=1)[NH2:15])[C:24]1[CH:25]=[CH:26][CH:27]=[CH:28][CH:29]=1, predict the reactants needed to synthesize it. The reactants are: [F:1][C:2]([F:7])([F:6])[C:3]([OH:5])=[O:4].C(OC([NH:15][C:16]1[CH:21]=[C:20]([O:22][CH2:23][C:24]2[CH:29]=[CH:28][CH:27]=[CH:26][CH:25]=2)[CH:19]=[C:18]([O:30][CH2:31][C:32]2[CH:37]=[CH:36][CH:35]=[CH:34][CH:33]=2)[CH:17]=1)=O)(C)(C)C. (5) Given the product [CH2:1]([O:8][C@H:9]1[C@H:16]([O:17][CH2:18][C:19]2[CH:24]=[CH:23][CH:22]=[CH:21][CH:20]=2)[C@@H:15]([CH2:25][O:26][Si:27]([C:40]([CH3:41])([CH3:43])[CH3:42])([C:28]2[CH:29]=[CH:30][CH:31]=[CH:32][CH:33]=2)[C:34]2[CH:39]=[CH:38][CH:37]=[CH:36][CH:35]=2)[O:14][C@@H:11]([O:12][CH3:13])[C@@H:10]1[O:44][CH2:52][C:51]1[CH:54]=[CH:55][C:48]([Cl:47])=[CH:49][CH:50]=1)[C:2]1[CH:7]=[CH:6][CH:5]=[CH:4][CH:3]=1, predict the reactants needed to synthesize it. The reactants are: [CH2:1]([O:8][C@H:9]1[C@H:16]([O:17][CH2:18][C:19]2[CH:24]=[CH:23][CH:22]=[CH:21][CH:20]=2)[C@@H:15]([CH2:25][O:26][Si:27]([C:40]([CH3:43])([CH3:42])[CH3:41])([C:34]2[CH:39]=[CH:38][CH:37]=[CH:36][CH:35]=2)[C:28]2[CH:33]=[CH:32][CH:31]=[CH:30][CH:29]=2)[O:14][C@@H:11]([O:12][CH3:13])[C@@H:10]1[OH:44])[C:2]1[CH:7]=[CH:6][CH:5]=[CH:4][CH:3]=1.[H-].[Na+].[Cl:47][C:48]1[CH:55]=[CH:54][C:51]([CH2:52]Cl)=[CH:50][CH:49]=1. (6) Given the product [CH3:16][CH:17]1[CH2:22][CH:21]([CH3:23])[CH2:20][N:19]([C:13]([C:9]2[CH:10]=[N:11][O:12][C:8]=2[C:5]2[CH:4]=[CH:3][C:2]([CH3:1])=[CH:7][CH:6]=2)=[O:15])[CH2:18]1, predict the reactants needed to synthesize it. The reactants are: [CH3:1][C:2]1[CH:7]=[CH:6][C:5]([C:8]2[O:12][N:11]=[CH:10][C:9]=2[C:13]([OH:15])=O)=[CH:4][CH:3]=1.[CH3:16][CH:17]1[CH2:22][CH:21]([CH3:23])[CH2:20][NH:19][CH2:18]1. (7) Given the product [NH2:26][C:22]1[N:23]=[CH:24][N:25]=[C:20]([NH:1][C@H:2]([C:4]2[N:13]([CH:14]3[CH2:16][CH2:15]3)[C:12](=[O:17])[C:11]3[C:6](=[CH:7][CH:8]=[CH:9][C:10]=3[Cl:18])[N:5]=2)[CH3:3])[C:21]=1[C:27]1[N:28]=[N:29][N:30]([CH3:32])[N:31]=1, predict the reactants needed to synthesize it. The reactants are: [NH2:1][C@H:2]([C:4]1[N:13]([CH:14]2[CH2:16][CH2:15]2)[C:12](=[O:17])[C:11]2[C:6](=[CH:7][CH:8]=[CH:9][C:10]=2[Cl:18])[N:5]=1)[CH3:3].Cl[C:20]1[N:25]=[CH:24][N:23]=[C:22]([NH2:26])[C:21]=1[C:27]1[N:28]=[N:29][N:30]([CH3:32])[N:31]=1.CCN(C(C)C)C(C)C.CCOC(C)=O.